From a dataset of Human Reference Interactome with 51,813 positive PPI pairs across 8,248 proteins, plus equal number of experimentally-validated negative pairs. Binary Classification. Given two protein amino acid sequences, predict whether they physically interact or not. Protein 1 (ENSG00000197713) has sequence MASGCKIGPSILNSDLANLGAECLRMLDSGADYLHLDVMDGHFVPNITFGHPVVESLRKQLGQDPFFDMHMMVSKPEQWVKPMAVAGANQYTFHLEATENPGALIKDIRENGMKVGLAIKPGTSVEYLAPWANQIDMALVMTVEPGFGGQKFMEDMMPKAGANMIVSGSAIMRSEDPRSVINLLRNVCSEAAQKRSLDR*MASGCKIGPSILNSDLANLGAECLRMLDSGADYLHLDVMDGHFVPNITFGHPVVESLRKQLGQDPFFDMHMMVSKPEQWVKPMAVAGANQYTFHLEATEN.... Protein 2 (ENSG00000256087) has sequence MINAQELLTLEDVTVEFTWEEWQLLGPFQKDLYRDVMLEIYSNLLSMGYQVSKPDALSKLERGEEPWTMEDERHSRICPENNEVDDHLQDHLENQRMLKSVEQYHEHNAFGNTASQTKSLCLFRENHDTFELYIKTLKSNLSLVNQNKSCEINNSTKFSGDGKSFLHGNYEELYSAAKFSVSTKANSTKSQVSKHQRTHEIEKNHVCSECGKAFVKKSQLTDHERVHTGEKPYGCTLCAKVFSRKSRLNEHQRIHKREKSFICSECGKVFTMKSRLIEHQRTHTGEKPYICNECGKGFPG.... Result: 0 (the proteins do not interact).